This data is from Full USPTO retrosynthesis dataset with 1.9M reactions from patents (1976-2016). The task is: Predict the reactants needed to synthesize the given product. (1) Given the product [C:15]1([C:23]2[CH:24]=[CH:25][CH:26]=[CH:27][CH:28]=2)[CH:20]=[CH:19][CH:18]=[C:17]([CH2:21][N:12]2[CH2:13][CH2:14][N:9]([C:5]3[CH:6]=[CH:7][CH:8]=[C:3]([O:2][CH3:1])[CH:4]=3)[CH2:10][CH2:11]2)[CH:16]=1, predict the reactants needed to synthesize it. The reactants are: [CH3:1][O:2][C:3]1[CH:4]=[C:5]([N:9]2[CH2:14][CH2:13][NH:12][CH2:11][CH2:10]2)[CH:6]=[CH:7][CH:8]=1.[C:15]1([C:23]2[CH:28]=[CH:27][CH:26]=[CH:25][CH:24]=2)[CH:20]=[CH:19][CH:18]=[C:17]([CH:21]=O)[CH:16]=1.[BH-](OC(C)=O)(OC(C)=O)OC(C)=O.[Na+].C1(C2C=CC=CC=2)C=CC=CC=1CN1CCN(C2C=CC=CC=2)CC1. (2) Given the product [Cl:11][C:8]1[N:7]=[C:6]([Cl:12])[C:5]([CH:2]([NH:21][C:18]2[CH:19]=[CH:20][C:15]([O:14][CH3:13])=[CH:16][CH:17]=2)[CH2:3][CH3:4])=[CH:10][N:9]=1, predict the reactants needed to synthesize it. The reactants are: Br[CH:2]([C:5]1[C:6]([Cl:12])=[N:7][C:8]([Cl:11])=[N:9][CH:10]=1)[CH2:3][CH3:4].[CH3:13][O:14][C:15]1[CH:20]=[CH:19][C:18]([NH2:21])=[CH:17][CH:16]=1.C(=O)([O-])[O-].[K+].[K+].[I-].[K+].